Dataset: Forward reaction prediction with 1.9M reactions from USPTO patents (1976-2016). Task: Predict the product of the given reaction. (1) The product is: [Cl:16][C:17]1[CH:22]=[CH:21][CH:20]=[CH:19][C:18]=1[S:23]([N:9]1[CH2:8][CH2:7][C:6]2([C:4](=[O:5])[N:37]([C:35]3[CH:34]=[CH:33][C:31]4[N:32]=[C:28]([CH3:27])[S:29][C:30]=4[CH:36]=3)[CH2:13][CH2:12]2)[CH2:11][CH2:10]1)(=[O:25])=[O:24]. Given the reactants C(O[C:4]([C:6]1([CH2:12][CH2:13]OC)[CH2:11][CH2:10][NH:9][CH2:8][CH2:7]1)=[O:5])C.[Cl:16][C:17]1[CH:22]=[CH:21][CH:20]=[CH:19][C:18]=1[S:23](Cl)(=[O:25])=[O:24].[CH3:27][C:28]1[S:29][C:30]2[CH:36]=[C:35]([NH2:37])[CH:34]=[CH:33][C:31]=2[N:32]=1, predict the reaction product. (2) Given the reactants [CH3:1][C@@H:2]1[CH2:6][CH2:5][CH2:4][N:3]1[C:7]1[C:8]([C:21]2[CH:26]=[CH:25][CH:24]=[CH:23][CH:22]=2)=[N:9][C:10]2[C:15]([N:16]=1)=[CH:14][C:13]([C:17]([O:19]C)=[O:18])=[CH:12][CH:11]=2.[OH-].[Na+], predict the reaction product. The product is: [CH3:1][C@@H:2]1[CH2:6][CH2:5][CH2:4][N:3]1[C:7]1[C:8]([C:21]2[CH:26]=[CH:25][CH:24]=[CH:23][CH:22]=2)=[N:9][C:10]2[C:15]([N:16]=1)=[CH:14][C:13]([C:17]([OH:19])=[O:18])=[CH:12][CH:11]=2. (3) Given the reactants Cl[CH2:2][C:3]1[N:4]=[C:5]([C:9]2[CH:14]=[CH:13][CH:12]=[CH:11][CH:10]=2)[O:6][C:7]=1[CH3:8].[CH2:15]([O:22][C:23]1[CH:28]=[CH:27][C:26]([OH:29])=[CH:25][CH:24]=1)[C:16]1[CH:21]=[CH:20][CH:19]=[CH:18][CH:17]=1.C(=O)([O-])[O-].[K+].[K+].CN(C)C=O, predict the reaction product. The product is: [CH2:15]([O:22][C:23]1[CH:24]=[CH:25][C:26]([O:29][CH2:2][C:3]2[N:4]=[C:5]([C:9]3[CH:14]=[CH:13][CH:12]=[CH:11][CH:10]=3)[O:6][C:7]=2[CH3:8])=[CH:27][CH:28]=1)[C:16]1[CH:17]=[CH:18][CH:19]=[CH:20][CH:21]=1.